Predict which catalyst facilitates the given reaction. From a dataset of Catalyst prediction with 721,799 reactions and 888 catalyst types from USPTO. (1) Reactant: [Br:1][C:2]1[C:6]([CH:7]=[O:8])=[C:5]([Br:9])[NH:4][N:3]=1.C(=O)([O-])[O-].[K+].[K+].[CH3:16][O:17][C:18]1[CH:25]=[CH:24][C:21]([CH2:22]Br)=[CH:20][CH:19]=1. Product: [Br:1][C:2]1[C:6]([CH:7]=[O:8])=[C:5]([Br:9])[N:4]([CH2:22][C:21]2[CH:24]=[CH:25][C:18]([O:17][CH3:16])=[CH:19][CH:20]=2)[N:3]=1. The catalyst class is: 9. (2) Reactant: [N:1]1[C:6]2[CH:7]=[CH:8][S:9][C:5]=2[CH:4]=[N:3][CH:2]=1.C([O-])(=O)C.[Na+].[Br:15]Br. Product: [Br:15][C:7]1[C:6]2[N:1]=[CH:2][N:3]=[CH:4][C:5]=2[S:9][CH:8]=1. The catalyst class is: 15. (3) Reactant: [C:1](Cl)(=[O:4])[CH:2]=[CH2:3].[NH2:6][C:7]1[CH:8]=[C:9]([S:13]([NH:16][CH2:17][C:18]2[CH:32]=[CH:31][C:21]([C:22]([NH:24][C:25]3[CH:26]=[N:27][CH:28]=[CH:29][CH:30]=3)=[O:23])=[CH:20][CH:19]=2)(=[O:15])=[O:14])[CH:10]=[CH:11][CH:12]=1. Product: [C:1]([NH:6][C:7]1[CH:8]=[C:9]([S:13]([NH:16][CH2:17][C:18]2[CH:32]=[CH:31][C:21]([C:22]([NH:24][C:25]3[CH:26]=[N:27][CH:28]=[CH:29][CH:30]=3)=[O:23])=[CH:20][CH:19]=2)(=[O:14])=[O:15])[CH:10]=[CH:11][CH:12]=1)(=[O:4])[CH:2]=[CH2:3]. The catalyst class is: 1. (4) Reactant: Br[C:2]1[CH:7]=[CH:6][CH:5]=[CH:4][C:3]=1[C:8]([CH3:11])([CH3:10])[CH3:9].[N:12]1[CH:17]=[CH:16][C:15](B(O)O)=[CH:14][CH:13]=1.C([O-])([O-])=O.[Cs+].[Cs+]. Product: [C:8]([C:3]1[CH:4]=[CH:5][CH:6]=[CH:7][C:2]=1[C:15]1[CH:16]=[CH:17][N:12]=[CH:13][CH:14]=1)([CH3:11])([CH3:10])[CH3:9]. The catalyst class is: 70. (5) Reactant: [F:1][C:2]1[CH:3]=[C:4]([C:9]2[CH:14]=[CH:13][C:12](=[O:15])[N:11]([CH2:16][C:17]3[CH:18]=[C:19]([C:23]4[N:28]=[CH:27][C:26]([CH:29]=O)=[CH:25][N:24]=4)[CH:20]=[CH:21][CH:22]=3)[N:10]=2)[CH:5]=[C:6]([F:8])[CH:7]=1.[CH3:31][N:32]1[CH2:37][CH2:36][NH:35][CH2:34][CH2:33]1.C(O[BH-](OC(=O)C)OC(=O)C)(=O)C.[Na+].C(O)(=O)C. Product: [F:1][C:2]1[CH:3]=[C:4]([C:9]2[CH:14]=[CH:13][C:12](=[O:15])[N:11]([CH2:16][C:17]3[CH:22]=[CH:21][CH:20]=[C:19]([C:23]4[N:24]=[CH:25][C:26]([CH2:29][N:35]5[CH2:36][CH2:37][N:32]([CH3:31])[CH2:33][CH2:34]5)=[CH:27][N:28]=4)[CH:18]=3)[N:10]=2)[CH:5]=[C:6]([F:8])[CH:7]=1. The catalyst class is: 4.